Dataset: Reaction yield outcomes from USPTO patents with 853,638 reactions. Task: Predict the reaction yield, written as a fraction of the theoretical maximum amount of product (1.0 means a 100% yield; for example, 0.34 means a 34% yield). (1) The reactants are [CH:1]1([C:4]2[C:13](I)=[CH:12][C:7]([C:8]([O:10][CH3:11])=[O:9])=[C:6]([CH3:15])[CH:5]=2)[CH2:3][CH2:2]1.[CH3:16][N:17](C=O)C. The catalyst is [C-]#N.[C-]#N.[Zn+2].C1C=CC([P]([Pd]([P](C2C=CC=CC=2)(C2C=CC=CC=2)C2C=CC=CC=2)([P](C2C=CC=CC=2)(C2C=CC=CC=2)C2C=CC=CC=2)[P](C2C=CC=CC=2)(C2C=CC=CC=2)C2C=CC=CC=2)(C2C=CC=CC=2)C2C=CC=CC=2)=CC=1. The product is [C:16]([C:13]1[C:4]([CH:1]2[CH2:3][CH2:2]2)=[CH:5][C:6]([CH3:15])=[C:7]([CH:12]=1)[C:8]([O:10][CH3:11])=[O:9])#[N:17]. The yield is 0.810. (2) The reactants are [C:1]([C:3]1[CH:28]=[CH:27][C:6]([CH2:7][N:8]2[CH2:13][CH2:12][CH:11]([NH:14][C:15]([C:17]3[CH:26]=[CH:25][C:20]([C:21]([O:23]C)=[O:22])=[CH:19][CH:18]=3)=[O:16])[CH2:10][CH2:9]2)=[CH:5][CH:4]=1)#[N:2].[OH-].[Li+].Cl. The catalyst is CO.C1COCC1.O. The product is [C:1]([C:3]1[CH:4]=[CH:5][C:6]([CH2:7][N:8]2[CH2:9][CH2:10][CH:11]([NH:14][C:15]([C:17]3[CH:18]=[CH:19][C:20]([C:21]([OH:23])=[O:22])=[CH:25][CH:26]=3)=[O:16])[CH2:12][CH2:13]2)=[CH:27][CH:28]=1)#[N:2]. The yield is 0.830. (3) The reactants are [CH3:1][O:2][C:3]1[CH:4]=[C:5]([N:9]=[C:10]=[O:11])[CH:6]=[CH:7][CH:8]=1.[F:12][C:13]1[CH:20]=[CH:19][CH:18]=[C:17]([F:21])[C:14]=1[CH2:15][NH2:16]. The catalyst is ClCCl. The product is [F:12][C:13]1[CH:20]=[CH:19][CH:18]=[C:17]([F:21])[C:14]=1[CH2:15][NH:16][C:10]([NH:9][C:5]1[CH:6]=[CH:7][CH:8]=[C:3]([O:2][CH3:1])[CH:4]=1)=[O:11]. The yield is 0.503. (4) The reactants are Br[C:2]1[CH:7]=[C:6]([CH3:8])[C:5]([CH3:9])=[CH:4][C:3]=1[N+:10]([O-:12])=[O:11].[O:13]1[CH2:18][CH2:17][CH:16]([CH2:19][CH2:20][CH2:21][NH2:22])[CH2:15][CH2:14]1.[OH-].[Na+]. The catalyst is CS(C)=O.CCOC(C)=O.O. The product is [CH3:9][C:5]1[C:6]([CH3:8])=[CH:7][C:2]([NH:22][CH2:21][CH2:20][CH2:19][CH:16]2[CH2:17][CH2:18][O:13][CH2:14][CH2:15]2)=[C:3]([N+:10]([O-:12])=[O:11])[CH:4]=1. The yield is 0.120. (5) No catalyst specified. The yield is 0.990. The product is [F:1][C:2]1[CH:7]=[C:6]([F:8])[CH:5]=[CH:4][C:3]=1[N:9]([C:10](=[O:15])[CH2:11][CH2:12][C:13]#[CH:14])[C:17](=[O:16])[O:19][C:20]([CH3:23])([CH3:22])[CH3:21]. The reactants are [F:1][C:2]1[CH:7]=[C:6]([F:8])[CH:5]=[CH:4][C:3]=1[NH:9][C:10](=[O:15])[CH2:11][CH2:12][C:13]#[CH:14].[O:16](C(OC(C)(C)C)=O)[C:17]([O:19][C:20]([CH3:23])([CH3:22])[CH3:21])=O. (6) The reactants are Br[C:2]1[CH:3]=[CH:4][C:5]2[C:6]3[CH2:15][N:14]([C:16]([O:18][C:19]([CH3:22])([CH3:21])[CH3:20])=[O:17])[CH2:13][CH2:12][C:7]=3[N:8]([CH3:11])[C:9]=2[CH:10]=1.[F:23][C:24]([F:39])([F:38])[C:25]1[CH:30]=[CH:29][C:28]([C:31]2[CH:36]=[CH:35][NH:34][C:33](=[O:37])[CH:32]=2)=[CH:27][CH:26]=1. No catalyst specified. The product is [CH3:11][N:8]1[C:9]2[CH:10]=[C:2]([N:34]3[CH:35]=[CH:36][C:31]([C:28]4[CH:27]=[CH:26][C:25]([C:24]([F:38])([F:39])[F:23])=[CH:30][CH:29]=4)=[CH:32][C:33]3=[O:37])[CH:3]=[CH:4][C:5]=2[C:6]2[CH2:15][N:14]([C:16]([O:18][C:19]([CH3:22])([CH3:21])[CH3:20])=[O:17])[CH2:13][CH2:12][C:7]1=2. The yield is 0.450.